This data is from Full USPTO retrosynthesis dataset with 1.9M reactions from patents (1976-2016). The task is: Predict the reactants needed to synthesize the given product. (1) The reactants are: [Cl:1][C:2]1[CH:7]=[C:6]([C:8]2[CH:13]=[N:12][CH:11]=[C:10]([CH3:14])[N:9]=2)[CH:5]=[CH:4][C:3]=1[NH:15]C(=O)OC(C)(C)C.Cl. Given the product [Cl:1][C:2]1[CH:7]=[C:6]([C:8]2[CH:13]=[N:12][CH:11]=[C:10]([CH3:14])[N:9]=2)[CH:5]=[CH:4][C:3]=1[NH2:15], predict the reactants needed to synthesize it. (2) Given the product [CH:6]([NH:43][NH:42][C:40]([C:30]1[C:29]([N+:26]([O-:28])=[O:27])=[CH:33][N:32]([CH:34]2[CH2:39][CH2:38][CH2:37][CH2:36][O:35]2)[N:31]=1)=[O:41])([CH3:10])[CH3:4], predict the reactants needed to synthesize it. The reactants are: C(O[C:4]([C:6]1[C:10]([N+]([O-])=O)=CNN=1)=O)C.CC(C)=O.[BH3-]C#N.[Na+].CC(O)=O.[N+:26]([C:29]1[C:30]([C:40]([NH:42][NH2:43])=[O:41])=[N:31][N:32]([CH:34]2[CH2:39][CH2:38][CH2:37][CH2:36][O:35]2)[CH:33]=1)([O-:28])=[O:27]. (3) Given the product [CH2:1]1[CH2:11][CH2:10][N:9]2[C:4](=[N:5][CH2:6][CH2:7][CH2:8]2)[CH2:3][CH2:2]1, predict the reactants needed to synthesize it. The reactants are: [CH2:1]1[CH2:11][CH2:10][N:9]2[C:4](=[N:5][CH2:6][CH2:7][CH2:8]2)[CH2:3][CH2:2]1.C1C(=O)N(Cl)C(=O)C1.C1C(=O)N(Cl)C(=O)C1. (4) Given the product [Cl:1][C:2]1[CH:30]=[CH:29][C:5]2[NH:6][C:7]([CH:9]([NH:11][C:12](=[O:28])[C:13]3[CH:18]=[CH:17][C:16]([C:19]([N:21]4[CH2:22][CH2:23][CH2:24][CH2:25]4)=[O:20])=[C:15]([CH2:26][CH3:27])[CH:14]=3)[CH3:10])=[N:8][C:4]=2[CH:3]=1, predict the reactants needed to synthesize it. The reactants are: [Cl:1][C:2]1[CH:30]=[CH:29][C:5]2[NH:6][C:7]([CH:9]([NH:11][C:12](=[O:28])[C:13]3[CH:18]=[CH:17][C:16]([C:19]([N:21]4[CH2:25][CH2:24][CH2:23][CH2:22]4)=[O:20])=[C:15]([C:26]#[CH:27])[CH:14]=3)[CH3:10])=[N:8][C:4]=2[CH:3]=1.[H][H].